This data is from NCI-60 drug combinations with 297,098 pairs across 59 cell lines. The task is: Regression. Given two drug SMILES strings and cell line genomic features, predict the synergy score measuring deviation from expected non-interaction effect. (1) Drug 1: CC(C)(C#N)C1=CC(=CC(=C1)CN2C=NC=N2)C(C)(C)C#N. Drug 2: C#CCC(CC1=CN=C2C(=N1)C(=NC(=N2)N)N)C3=CC=C(C=C3)C(=O)NC(CCC(=O)O)C(=O)O. Cell line: KM12. Synergy scores: CSS=-4.71, Synergy_ZIP=3.24, Synergy_Bliss=4.02, Synergy_Loewe=-1.01, Synergy_HSA=-0.429. (2) Drug 1: C1CC(C1)(C(=O)O)C(=O)O.[NH2-].[NH2-].[Pt+2]. Drug 2: CNC(=O)C1=NC=CC(=C1)OC2=CC=C(C=C2)NC(=O)NC3=CC(=C(C=C3)Cl)C(F)(F)F. Cell line: HCT-15. Synergy scores: CSS=-4.63, Synergy_ZIP=2.73, Synergy_Bliss=-1.75, Synergy_Loewe=-1.19, Synergy_HSA=-6.39. (3) Drug 1: CC(C)(C#N)C1=CC(=CC(=C1)CN2C=NC=N2)C(C)(C)C#N. Drug 2: C1CCC(C(C1)N)N.C(=O)(C(=O)[O-])[O-].[Pt+4]. Cell line: OVCAR-8. Synergy scores: CSS=27.9, Synergy_ZIP=-0.438, Synergy_Bliss=2.23, Synergy_Loewe=-2.32, Synergy_HSA=-1.70. (4) Drug 2: C(CC(=O)O)C(=O)CN.Cl. Drug 1: CC12CCC(CC1=CCC3C2CCC4(C3CC=C4C5=CN=CC=C5)C)O. Synergy scores: CSS=-0.231, Synergy_ZIP=-7.15, Synergy_Bliss=-8.85, Synergy_Loewe=-12.8, Synergy_HSA=-11.0. Cell line: SK-MEL-2. (5) Drug 1: C1CCN(CC1)CCOC2=CC=C(C=C2)C(=O)C3=C(SC4=C3C=CC(=C4)O)C5=CC=C(C=C5)O. Drug 2: C1=CC(=CC=C1C#N)C(C2=CC=C(C=C2)C#N)N3C=NC=N3. Cell line: OVCAR3. Synergy scores: CSS=3.11, Synergy_ZIP=-0.622, Synergy_Bliss=-0.902, Synergy_Loewe=-0.0857, Synergy_HSA=-0.768. (6) Synergy scores: CSS=0.698, Synergy_ZIP=-7.13, Synergy_Bliss=-5.66, Synergy_Loewe=-9.03, Synergy_HSA=-6.96. Drug 2: CC(C)NC(=O)C1=CC=C(C=C1)CNNC.Cl. Cell line: K-562. Drug 1: CC1=C(N=C(N=C1N)C(CC(=O)N)NCC(C(=O)N)N)C(=O)NC(C(C2=CN=CN2)OC3C(C(C(C(O3)CO)O)O)OC4C(C(C(C(O4)CO)O)OC(=O)N)O)C(=O)NC(C)C(C(C)C(=O)NC(C(C)O)C(=O)NCCC5=NC(=CS5)C6=NC(=CS6)C(=O)NCCC[S+](C)C)O. (7) Drug 1: C1CCN(CC1)CCOC2=CC=C(C=C2)C(=O)C3=C(SC4=C3C=CC(=C4)O)C5=CC=C(C=C5)O. Drug 2: CCC(=C(C1=CC=CC=C1)C2=CC=C(C=C2)OCCN(C)C)C3=CC=CC=C3.C(C(=O)O)C(CC(=O)O)(C(=O)O)O. Cell line: MCF7. Synergy scores: CSS=15.9, Synergy_ZIP=-4.92, Synergy_Bliss=-3.02, Synergy_Loewe=-2.60, Synergy_HSA=0.0763.